This data is from Peptide-MHC class I binding affinity with 185,985 pairs from IEDB/IMGT. The task is: Regression. Given a peptide amino acid sequence and an MHC pseudo amino acid sequence, predict their binding affinity value. This is MHC class I binding data. (1) The binding affinity (normalized) is 0.642. The MHC is Patr-B1301 with pseudo-sequence Patr-B1301. The peptide sequence is FPNIHLHQDI. (2) The peptide sequence is INIVIIVLI. The MHC is HLA-B27:05 with pseudo-sequence HLA-B27:05. The binding affinity (normalized) is 0.405.